This data is from NCI-60 drug combinations with 297,098 pairs across 59 cell lines. The task is: Regression. Given two drug SMILES strings and cell line genomic features, predict the synergy score measuring deviation from expected non-interaction effect. (1) Drug 1: CC(C1=C(C=CC(=C1Cl)F)Cl)OC2=C(N=CC(=C2)C3=CN(N=C3)C4CCNCC4)N. Drug 2: CCN(CC)CCNC(=O)C1=C(NC(=C1C)C=C2C3=C(C=CC(=C3)F)NC2=O)C. Cell line: HCC-2998. Synergy scores: CSS=2.49, Synergy_ZIP=-1.04, Synergy_Bliss=-1.85, Synergy_Loewe=-8.15, Synergy_HSA=-4.74. (2) Drug 1: CCCCCOC(=O)NC1=NC(=O)N(C=C1F)C2C(C(C(O2)C)O)O. Drug 2: C1=CC=C(C(=C1)C(C2=CC=C(C=C2)Cl)C(Cl)Cl)Cl. Cell line: ACHN. Synergy scores: CSS=-1.61, Synergy_ZIP=1.28, Synergy_Bliss=2.13, Synergy_Loewe=1.33, Synergy_HSA=0.323. (3) Drug 1: CC1C(C(CC(O1)OC2CC(CC3=C2C(=C4C(=C3O)C(=O)C5=C(C4=O)C(=CC=C5)OC)O)(C(=O)CO)O)N)O.Cl. Drug 2: C1CC(=O)NC(=O)C1N2C(=O)C3=CC=CC=C3C2=O. Cell line: NCI-H226. Synergy scores: CSS=-2.07, Synergy_ZIP=2.02, Synergy_Bliss=1.76, Synergy_Loewe=-4.31, Synergy_HSA=-2.61. (4) Drug 1: C1=C(C(=O)NC(=O)N1)F. Drug 2: CC(C1=C(C=CC(=C1Cl)F)Cl)OC2=C(N=CC(=C2)C3=CN(N=C3)C4CCNCC4)N. Cell line: ACHN. Synergy scores: CSS=43.8, Synergy_ZIP=4.29, Synergy_Bliss=3.38, Synergy_Loewe=3.68, Synergy_HSA=4.66.